From a dataset of Reaction yield outcomes from USPTO patents with 853,638 reactions. Predict the reaction yield, written as a fraction of the theoretical maximum amount of product (1.0 means a 100% yield; for example, 0.34 means a 34% yield). (1) The reactants are NC([NH:4][C:5]1[S:6][C:7]([C:26]2[CH:31]=[CH:30][CH:29]=[CH:28][CH:27]=2)=[CH:8][C:9]=1[C:10]([NH:12][C@H:13]1[CH2:18][CH2:17][CH2:16][N:15](C(OC(C)(C)C)=O)[CH2:14]1)=[O:11])=O.[NH2:32]/[C:33](=[N:36]\[S:37]([C:40]1[CH:45]=[CH:44][C:43]([CH3:46])=[CH:42][CH:41]=1)(=[O:39])=[O:38])/SC. The catalyst is CN1C(=O)CCC1.CCOC(C)=O.O. The product is [NH:15]1[CH2:16][CH2:17][CH2:18][C@H:13]([NH:12][C:10]([C:9]2[CH:8]=[C:7]([C:26]3[CH:31]=[CH:30][CH:29]=[CH:28][CH:27]=3)[S:6][C:5]=2[NH:4]/[C:33](/[NH2:32])=[N:36]/[S:37]([C:40]2[CH:41]=[CH:42][C:43]([CH3:46])=[CH:44][CH:45]=2)(=[O:38])=[O:39])=[O:11])[CH2:14]1. The yield is 0.0700. (2) The reactants are [OH:1][C:2]1[CH:11]=[C:10]2[C:5]([C:6]([O:12][C:13]3[CH:14]=[C:15]4[C:19](=[CH:20][CH:21]=3)[NH:18][C:17]([CH3:22])=[CH:16]4)=[N:7][CH:8]=[N:9]2)=[CH:4][C:3]=1[O:23][CH3:24].C(=O)([O-])[O-].[K+].[K+].[CH2:31]([CH:33]1[O:35][CH2:34]1)Br. The catalyst is CN(C=O)C. The product is [O:35]1[CH2:34][CH:33]1[CH2:31][O:1][C:2]1[CH:11]=[C:10]2[C:5]([C:6]([O:12][C:13]3[CH:14]=[C:15]4[C:19](=[CH:20][CH:21]=3)[NH:18][C:17]([CH3:22])=[CH:16]4)=[N:7][CH:8]=[N:9]2)=[CH:4][C:3]=1[O:23][CH3:24]. The yield is 0.890. (3) The reactants are Cl[C:2]1[C:3]2[CH:4]=[C:5]3[CH:17]=[C:16]([O:18][CH3:19])[C:15]([O:20][CH2:21][CH2:22][Cl:23])=[CH:14][C:6]3=[N:7][C:8]=2[N:9]=[CH:10][C:11]=1[C:12]#[N:13].[Cl:24][C:25]1[CH:31]=[C:30]([Cl:32])[C:29]([O:33][CH3:34])=[CH:28][C:26]=1[NH2:27]. The catalyst is C(OCCO)C. The product is [Cl:23][CH2:22][CH2:21][O:20][C:15]1[C:16]([O:18][CH3:19])=[CH:17][C:5]2[C:6]([CH:14]=1)=[N:7][C:8]1[N:9]=[CH:10][C:11]([C:12]#[N:13])=[C:2]([NH:27][C:26]3[CH:28]=[C:29]([O:33][CH3:34])[C:30]([Cl:32])=[CH:31][C:25]=3[Cl:24])[C:3]=1[CH:4]=2. The yield is 0.410. (4) The reactants are ClC(Cl)(O[C:5](=[O:11])OC(Cl)(Cl)Cl)Cl.[NH2:13][C:14]1[C:15]([F:38])=[C:16]([CH:35]=[CH:36][CH:37]=1)[CH2:17][N:18]1[CH2:23][CH2:22][N:21]([C:24]([O:26][CH2:27][C:28]2[CH:33]=[CH:32][CH:31]=[CH:30][CH:29]=2)=[O:25])[C@H:20]([CH3:34])[CH2:19]1.CCN(C(C)C)C(C)C.[NH2:48][C:49]1[CH:54]=[CH:53][N:52]=[C:51]([CH3:55])[CH:50]=1. The catalyst is C1COCC1.CCOC(C)=O. The product is [F:38][C:15]1[C:14]([NH:13][C:5]([NH:48][C:49]2[CH:54]=[CH:53][N:52]=[C:51]([CH3:55])[CH:50]=2)=[O:11])=[CH:37][CH:36]=[CH:35][C:16]=1[CH2:17][N:18]1[CH2:23][CH2:22][N:21]([C:24]([O:26][CH2:27][C:28]2[CH:33]=[CH:32][CH:31]=[CH:30][CH:29]=2)=[O:25])[C@H:20]([CH3:34])[CH2:19]1. The yield is 0.270. (5) The reactants are [O:1]=[C:2]1[CH2:7][S:6][C:5]2[CH:8]=[CH:9][C:10]([C:12]([NH:14][N:15]3[CH2:20][CH2:19][N:18](C(OC(C)(C)C)=O)[CH2:17][CH2:16]3)=[O:13])=[N:11][C:4]=2[NH:3]1.Cl.O1CCOCC1. The catalyst is CO. The product is [O:1]=[C:2]1[CH2:7][S:6][C:5]2[CH:8]=[CH:9][C:10]([C:12]([NH:14][N:15]3[CH2:20][CH2:19][NH:18][CH2:17][CH2:16]3)=[O:13])=[N:11][C:4]=2[NH:3]1. The yield is 0.910.